Dataset: Peptide-MHC class I binding affinity with 185,985 pairs from IEDB/IMGT. Task: Regression. Given a peptide amino acid sequence and an MHC pseudo amino acid sequence, predict their binding affinity value. This is MHC class I binding data. (1) The binding affinity (normalized) is 0. The peptide sequence is CIYQSPVRK. The MHC is HLA-A02:02 with pseudo-sequence HLA-A02:02. (2) The peptide sequence is AGVASADPV. The MHC is HLA-A02:03 with pseudo-sequence HLA-A02:03. The binding affinity (normalized) is 0.720. (3) The peptide sequence is FLFLAWIML. The MHC is HLA-A02:03 with pseudo-sequence HLA-A02:03. The binding affinity (normalized) is 0.665. (4) The peptide sequence is HLYSHPIIL. The MHC is HLA-A11:01 with pseudo-sequence HLA-A11:01. The binding affinity (normalized) is 0.